Dataset: Catalyst prediction with 721,799 reactions and 888 catalyst types from USPTO. Task: Predict which catalyst facilitates the given reaction. Reactant: [Cl:1][C:2]1[CH:7]=[CH:6][C:5]([N:8]2[C:12]([C:13]3[CH:18]=[CH:17][C:16]([F:19])=[CH:15][CH:14]=3)=[CH:11][N:10]=[C:9]2[CH3:20])=[CH:4][CH:3]=1.[Cl:21]N1C(=O)CCC1=O. Product: [Cl:21][C:11]1[N:10]=[C:9]([CH3:20])[N:8]([C:5]2[CH:4]=[CH:3][C:2]([Cl:1])=[CH:7][CH:6]=2)[C:12]=1[C:13]1[CH:18]=[CH:17][C:16]([F:19])=[CH:15][CH:14]=1. The catalyst class is: 22.